Dataset: HIV replication inhibition screening data with 41,000+ compounds from the AIDS Antiviral Screen. Task: Binary Classification. Given a drug SMILES string, predict its activity (active/inactive) in a high-throughput screening assay against a specified biological target. (1) The compound is CC1(C)[C-](C#N)[N+](=O)C(C)(C)N1O. The result is 0 (inactive). (2) The molecule is Cc1ccc(S(=O)(=O)NN=C2C3CC4CCC2C4C3)cc1. The result is 0 (inactive). (3) The molecule is COc1ccc(C=C2C(=O)NC3SC=C(c4cccc([N+](=O)[O-])c4)N23)cc1.Cl. The result is 0 (inactive). (4) The drug is O=C1CSC(c2cccc([N+](=O)[O-])c2)N1c1ccc(-n2c(-c3ccccc3)nc3ccccc3c2=O)cc1. The result is 0 (inactive). (5) The molecule is Cc1c2ccccc2n[c-](CSCC(O)CO)[n+]1=O. The result is 0 (inactive). (6) The compound is CN(C)CCCNC(=O)c1cc(NC(=O)c2cc(NC(=O)c3cc(N4C(=O)c5ccccc5C4=O)cn3C)cn2C)cn1C. The result is 1 (active). (7) The compound is Oc1ccc(Oc2cc3c(cc2Oc2ccc(O)cc2)C2=NC4=NC(=NC5=NC(=NC6=NC(=NC3=N2)c2cc(Oc3ccc(O)cc3)c(Oc3ccc(O)cc3)cc26)c2cc(Oc3ccc(O)cc3)c(Oc3ccc(O)cc3)cc25)c2cc(Oc3ccc(O)cc3)c(Oc3ccc(O)cc3)cc24)cc1. The result is 0 (inactive). (8) The compound is c1ccc2c(c1)[nH]c1c(N3CCOCC3)nnc(N3CCOCC3)c12. The result is 0 (inactive).